Dataset: Catalyst prediction with 721,799 reactions and 888 catalyst types from USPTO. Task: Predict which catalyst facilitates the given reaction. (1) Reactant: Cl[C:2]1[CH:7]=[N:6][CH:5]=[C:4]([Cl:8])[N:3]=1.[CH3:9][O:10][C:11]1[CH:12]=[C:13]([CH:16]=[CH:17][CH:18]=1)[CH2:14][OH:15].[H-].[Na+].O. Product: [Cl:8][C:4]1[CH:5]=[N:6][CH:7]=[C:2]([O:15][CH2:14][C:13]2[CH:16]=[CH:17][CH:18]=[C:11]([O:10][CH3:9])[CH:12]=2)[N:3]=1. The catalyst class is: 155. (2) Reactant: O[CH:2]=[C:3]1[C:11]2[C:6](=[CH:7][C:8]([C:12]([C:14]3[CH:19]=[CH:18][C:17]([NH:20][C:21]([C:23]4[N:24]([CH3:29])[N:25]=[C:26]([CH3:28])[CH:27]=4)=[O:22])=[CH:16][CH:15]=3)=[O:13])=[CH:9][CH:10]=2)[NH:5][C:4]1=[O:30].[NH2:31][C:32]1[CH:33]=[CH:34][C:35]([CH3:39])=[C:36]([OH:38])[CH:37]=1. Product: [OH:38][C:36]1[CH:37]=[C:32]([NH:31][CH:2]=[C:3]2[C:11]3[C:6](=[CH:7][C:8]([C:12]([C:14]4[CH:15]=[CH:16][C:17]([NH:20][C:21]([C:23]5[N:24]([CH3:29])[N:25]=[C:26]([CH3:28])[CH:27]=5)=[O:22])=[CH:18][CH:19]=4)=[O:13])=[CH:9][CH:10]=3)[NH:5][C:4]2=[O:30])[CH:33]=[CH:34][C:35]=1[CH3:39]. The catalyst class is: 1. (3) Reactant: I[C:2]1[C:7]([CH:8]([O:13][C:14]([CH3:17])([CH3:16])[CH3:15])[C:9]([O:11][CH3:12])=[O:10])=[C:6]([CH3:18])[N:5]=[C:4]2[S:19][C:20]3[CH2:25][CH2:24][CH2:23][CH2:22][C:21]=3[C:3]=12.C(=O)([O-])[O-].[K+].[K+].[O:32]1[C:43]2[C:44]3[C:39]([C:40](B(O)O)=[CH:41][CH:42]=2)=[N:38][CH:37]=[CH:36][C:35]=3[CH2:34][CH2:33]1.C(OCC)(=O)C. Product: [CH3:18][C:6]1[N:5]=[C:4]2[S:19][C:20]3[CH2:25][CH2:24][CH2:23][CH2:22][C:21]=3[C:3]2=[C:2]([C:40]2[C:39]3[C:44]4=[C:35]([CH2:34][CH2:33][O:32][C:43]4=[CH:42][CH:41]=2)[CH:36]=[CH:37][N:38]=3)[C:7]=1[CH:8]([O:13][C:14]([CH3:17])([CH3:16])[CH3:15])[C:9]([O:11][CH3:12])=[O:10]. The catalyst class is: 108. (4) Reactant: [F:1][C:2]([F:20])([F:19])[C:3]1[CH:4]=[C:5]([CH:16]=[CH:17][CH:18]=1)[O:6][C:7]1[N:15]=[CH:14][CH:13]=[CH:12][C:8]=1[C:9]([OH:11])=O.[NH:21]1[C:30]2[C:25](=[CH:26][CH:27]=[CH:28][CH:29]=2)[CH2:24][CH2:23][CH2:22]1.C(N(C(C)C)C(C)C)C.CN(C(ON1N=NC2C=CC=NC1=2)=[N+](C)C)C.F[P-](F)(F)(F)(F)F. Product: [N:21]1([C:9]([C:8]2[C:7]([O:6][C:5]3[CH:16]=[CH:17][CH:18]=[C:3]([C:2]([F:1])([F:20])[F:19])[CH:4]=3)=[N:15][CH:14]=[CH:13][CH:12]=2)=[O:11])[C:30]2[C:25](=[CH:26][CH:27]=[CH:28][CH:29]=2)[CH2:24][CH2:23][CH2:22]1. The catalyst class is: 3. (5) Reactant: C([Si](C)(C)[O:6][C@H:7]1[CH2:13][CH2:12][C@H:11]2[N:14]([CH2:15][CH:16]=[CH2:17])[C@:8]1([C:18]1[CH:23]=[CH:22][CH:21]=[CH:20][CH:19]=1)[CH2:9][CH2:10]2)(C)(C)C.Cl. Product: [C:18]1([C@@:8]23[N:14]([CH2:15][CH:16]=[CH2:17])[C@@H:11]([CH2:10][CH2:9]2)[CH2:12][CH2:13][C@@H:7]3[OH:6])[CH:19]=[CH:20][CH:21]=[CH:22][CH:23]=1. The catalyst class is: 5. (6) Reactant: [Cl:1][CH2:2][C:3](=O)[CH2:4][C:5]([O:7][CH2:8][CH3:9])=[O:6].S(=O)(=O)(O)O.[C:16]1(O)[CH:23]=C(C)[CH:20]=[C:18]([OH:19])[CH:17]=1. Product: [Cl:1][CH2:2][C:3]1[C:9]2[C:8](=[CH:20][C:18]([OH:19])=[CH:17][C:16]=2[CH3:23])[O:7][C:5](=[O:6])[CH:4]=1. The catalyst class is: 6. (7) Reactant: Br[C:2]1[C:7]([CH3:8])=[CH:6][CH:5]=[CH:4][N:3]=1.[F:9][C:10]1[CH:15]=[CH:14][C:13]([Mg]Br)=[CH:12][CH:11]=1.[Cl-].[NH4+]. Product: [F:9][C:10]1[CH:15]=[CH:14][C:13]([C:2]2[C:7]([CH3:8])=[CH:6][CH:5]=[CH:4][N:3]=2)=[CH:12][CH:11]=1. The catalyst class is: 7. (8) Reactant: [CH3:1][C:2]1[C:8]([CH3:9])=[CH:7][C:5]([NH2:6])=[C:4]([N+:10]([O-:12])=[O:11])[CH:3]=1.[OH-].[Na+].S(OC)(O[CH3:19])(=O)=O. Product: [CH3:19][NH:6][C:5]1[CH:7]=[C:8]([CH3:9])[C:2]([CH3:1])=[CH:3][C:4]=1[N+:10]([O-:12])=[O:11]. The catalyst class is: 11.